From a dataset of Peptide-MHC class I binding affinity with 185,985 pairs from IEDB/IMGT. Regression. Given a peptide amino acid sequence and an MHC pseudo amino acid sequence, predict their binding affinity value. This is MHC class I binding data. The peptide sequence is VIKDATNL. The MHC is H-2-Kb with pseudo-sequence H-2-Kb. The binding affinity (normalized) is 0.390.